Dataset: NCI-60 drug combinations with 297,098 pairs across 59 cell lines. Task: Regression. Given two drug SMILES strings and cell line genomic features, predict the synergy score measuring deviation from expected non-interaction effect. (1) Drug 1: CC(CN1CC(=O)NC(=O)C1)N2CC(=O)NC(=O)C2. Drug 2: CC1=C(C(=CC=C1)Cl)NC(=O)C2=CN=C(S2)NC3=CC(=NC(=N3)C)N4CCN(CC4)CCO. Cell line: M14. Synergy scores: CSS=-17.0, Synergy_ZIP=5.13, Synergy_Bliss=2.63, Synergy_Loewe=-12.4, Synergy_HSA=-12.1. (2) Drug 1: CC1OCC2C(O1)C(C(C(O2)OC3C4COC(=O)C4C(C5=CC6=C(C=C35)OCO6)C7=CC(=C(C(=C7)OC)O)OC)O)O. Drug 2: C1CN(CCN1C(=O)CCBr)C(=O)CCBr. Cell line: LOX IMVI. Synergy scores: CSS=39.6, Synergy_ZIP=-4.93, Synergy_Bliss=-3.62, Synergy_Loewe=0.103, Synergy_HSA=2.52. (3) Cell line: ACHN. Drug 2: CC1OCC2C(O1)C(C(C(O2)OC3C4COC(=O)C4C(C5=CC6=C(C=C35)OCO6)C7=CC(=C(C(=C7)OC)O)OC)O)O. Synergy scores: CSS=53.3, Synergy_ZIP=-0.183, Synergy_Bliss=0.291, Synergy_Loewe=-37.0, Synergy_HSA=-0.974. Drug 1: CS(=O)(=O)C1=CC(=C(C=C1)C(=O)NC2=CC(=C(C=C2)Cl)C3=CC=CC=N3)Cl. (4) Drug 1: CC1=C(C=C(C=C1)NC2=NC=CC(=N2)N(C)C3=CC4=NN(C(=C4C=C3)C)C)S(=O)(=O)N.Cl. Drug 2: CS(=O)(=O)C1=CC(=C(C=C1)C(=O)NC2=CC(=C(C=C2)Cl)C3=CC=CC=N3)Cl. Cell line: OVCAR-4. Synergy scores: CSS=12.7, Synergy_ZIP=-1.29, Synergy_Bliss=4.23, Synergy_Loewe=4.36, Synergy_HSA=4.11. (5) Drug 1: C(CC(=O)O)C(=O)CN.Cl. Drug 2: CC1C(C(CC(O1)OC2CC(CC3=C2C(=C4C(=C3O)C(=O)C5=CC=CC=C5C4=O)O)(C(=O)C)O)N)O. Cell line: HS 578T. Synergy scores: CSS=47.0, Synergy_ZIP=-2.70, Synergy_Bliss=-2.89, Synergy_Loewe=-0.0587, Synergy_HSA=0.894. (6) Drug 1: CC1=CC2C(CCC3(C2CCC3(C(=O)C)OC(=O)C)C)C4(C1=CC(=O)CC4)C. Drug 2: C1CNP(=O)(OC1)N(CCCl)CCCl. Cell line: TK-10. Synergy scores: CSS=-1.58, Synergy_ZIP=1.61, Synergy_Bliss=-3.28, Synergy_Loewe=-7.97, Synergy_HSA=-7.73. (7) Drug 1: CCCS(=O)(=O)NC1=C(C(=C(C=C1)F)C(=O)C2=CNC3=C2C=C(C=N3)C4=CC=C(C=C4)Cl)F. Drug 2: CN(C)N=NC1=C(NC=N1)C(=O)N. Cell line: MALME-3M. Synergy scores: CSS=46.4, Synergy_ZIP=4.22, Synergy_Bliss=2.47, Synergy_Loewe=-35.3, Synergy_HSA=1.17.